From a dataset of Forward reaction prediction with 1.9M reactions from USPTO patents (1976-2016). Predict the product of the given reaction. (1) Given the reactants [Br:1][C:2]1[CH:3]=[C:4]([NH2:12])[C:5]([NH:8][CH:9]([CH3:11])[CH3:10])=[N:6][CH:7]=1.[N:13]([O-])=O.[Na+].[OH-].[Na+], predict the reaction product. The product is: [Br:1][C:2]1[CH:3]=[C:4]2[N:12]=[N:13][N:8]([CH:9]([CH3:10])[CH3:11])[C:5]2=[N:6][CH:7]=1. (2) Given the reactants [F:1][C:2]([F:10])([F:9])[C:3]1([CH2:7][OH:8])[CH2:6][CH2:5][CH2:4]1.[F:11][C:12]([F:25])([F:24])[S:13](O[S:13]([C:12]([F:25])([F:24])[F:11])(=[O:15])=[O:14])(=[O:15])=[O:14].C(N(CC)CC)C, predict the reaction product. The product is: [F:11][C:12]([F:25])([F:24])[S:13]([O:8][CH2:7][C:3]1([C:2]([F:10])([F:9])[F:1])[CH2:6][CH2:5][CH2:4]1)(=[O:15])=[O:14]. (3) Given the reactants C[O:2][C:3]([C:5]1[C:15]2[O:14][CH2:13][CH2:12][CH2:11][O:10][C:9]=2[CH:8]=[C:7]([NH:16][C:17]([C:19]2[NH:20][C:21]3[C:26]([CH:27]=2)=[CH:25][C:24]([Cl:28])=[CH:23][CH:22]=3)=[O:18])[CH:6]=1)=[O:4].Cl, predict the reaction product. The product is: [Cl:28][C:24]1[CH:25]=[C:26]2[C:21](=[CH:22][CH:23]=1)[NH:20][C:19]([C:17]([NH:16][C:7]1[CH:6]=[C:5]([C:3]([OH:4])=[O:2])[C:15]3[O:14][CH2:13][CH2:12][CH2:11][O:10][C:9]=3[CH:8]=1)=[O:18])=[CH:27]2. (4) Given the reactants C1(P(=O)(C2C=CC=CC=2)C2C=CC=CC=2)C=CC=CC=1.FC(F)(F)S(OS(C(F)(F)F)(=O)=O)(=O)=O.C([S:43][C:44]([CH3:73])([CH:68]([O:71][CH3:72])[O:69][CH3:70])[CH2:45][NH:46][C:47]([C:49]1[NH:50][C:51]2[C:56]([CH:57]=1)=[CH:55][CH:54]=[CH:53][C:52]=2[N:58]([CH3:67])[S:59]([C:62]1[S:63][CH:64]=[CH:65][CH:66]=1)(=[O:61])=[O:60])=O)C1C=CC=CC=1.C(=O)([O-])O.[Na+], predict the reaction product. The product is: [CH3:70][O:69][CH:68]([O:71][CH3:72])[C:44]1([CH3:73])[S:43][C:47]([C:49]2[NH:50][C:51]3[C:56]([CH:57]=2)=[CH:55][CH:54]=[CH:53][C:52]=3[N:58]([CH3:67])[S:59]([C:62]2[S:63][CH:64]=[CH:65][CH:66]=2)(=[O:61])=[O:60])=[N:46][CH2:45]1. (5) Given the reactants ClCC([NH:5][C:6]1([CH3:14])[CH2:11][CH:10]([CH3:12])[O:9][CH:8]([CH3:13])[CH2:7]1)=O.NC(N)=S, predict the reaction product. The product is: [CH3:13][CH:8]1[CH2:7][C:6]([NH2:5])([CH3:14])[CH2:11][CH:10]([CH3:12])[O:9]1. (6) Given the reactants [C:1]([O:5][C:6]([N:8]1[CH2:12][CH2:11][CH2:10][CH:9]1[C:13]1[NH:14][CH:15]=[C:16](Br)[N:17]=1)=[O:7])([CH3:4])([CH3:3])[CH3:2].[CH3:19][O:20][C:21](=[O:62])[NH:22][C@H:23]([C:27]([N:29]1[CH2:33][CH2:32][CH2:31][C@H:30]1[C:34]1[NH:35][CH:36]=[C:37]([C:39]2[CH:44]=[CH:43][C:42]([C:45]3[C:46]4[S:52][CH:51]=[C:50](B5OC(C)(C)C(C)(C)O5)[C:47]=4[S:48][CH:49]=3)=[CH:41][CH:40]=2)[N:38]=1)=[O:28])[CH:24]([CH3:26])[CH3:25].C(=O)([O-])[O-].[Na+].[Na+].C(OCC)(=O)C, predict the reaction product. The product is: [C:1]([O:5][C:6]([N:8]1[CH2:12][CH2:11][CH2:10][C@H:9]1[C:13]1[NH:17][C:16]([C:50]2[C:47]3[S:48][CH:49]=[C:45]([C:42]4[CH:41]=[CH:40][C:39]([C:37]5[N:38]=[C:34]([C@@H:30]6[CH2:31][CH2:32][CH2:33][N:29]6[C:27](=[O:28])[C@@H:23]([NH:22][C:21]([O:20][CH3:19])=[O:62])[CH:24]([CH3:25])[CH3:26])[NH:35][CH:36]=5)=[CH:44][CH:43]=4)[C:46]=3[S:52][CH:51]=2)=[CH:15][N:14]=1)=[O:7])([CH3:4])([CH3:3])[CH3:2]. (7) Given the reactants [CH2:1]([N:8]([CH3:15])[C:9](=[O:14])[O:10][CH:11](Cl)[CH3:12])[C:2]1[CH:7]=[CH:6][CH:5]=[CH:4][CH:3]=1.[CH2:16]([O:30][C:31]1[O:35][C:34]([C:36]([OH:38])=[O:37])=[CH:33][CH:32]=1)[CH2:17][CH2:18][CH2:19][CH2:20][CH2:21][CH2:22][CH2:23][CH2:24][CH2:25][CH2:26][CH2:27][CH2:28][CH3:29].O.O.O.O.O.[OH-].C([N+](CCCC)(CCCC)CCCC)CCC.[I-].[Na+], predict the reaction product. The product is: [CH2:16]([O:30][C:31]1[O:35][C:34]([C:36]([O:38][CH:11]([O:10][C:9](=[O:14])[N:8]([CH2:1][C:2]2[CH:7]=[CH:6][CH:5]=[CH:4][CH:3]=2)[CH3:15])[CH3:12])=[O:37])=[CH:33][CH:32]=1)[CH2:17][CH2:18][CH2:19][CH2:20][CH2:21][CH2:22][CH2:23][CH2:24][CH2:25][CH2:26][CH2:27][CH2:28][CH3:29].